This data is from Full USPTO retrosynthesis dataset with 1.9M reactions from patents (1976-2016). The task is: Predict the reactants needed to synthesize the given product. The reactants are: [CH3:1][S:2]([C:5]1[CH:10]=[CH:9][C:8](F)=[CH:7][CH:6]=1)(=[O:4])=[O:3].[NH2:12][CH:13]1[CH2:17][CH2:16][NH:15][CH2:14]1.C(=O)([O-])[O-].[K+].[K+]. Given the product [CH3:1][S:2]([C:5]1[CH:10]=[CH:9][C:8]([NH:12][CH:13]2[CH2:17][CH2:16][NH:15][CH2:14]2)=[CH:7][CH:6]=1)(=[O:4])=[O:3], predict the reactants needed to synthesize it.